From a dataset of Full USPTO retrosynthesis dataset with 1.9M reactions from patents (1976-2016). Predict the reactants needed to synthesize the given product. (1) Given the product [CH3:13][N:14]([C:15]1[CH:20]=[CH:19][CH:18]=[CH:17][CH:16]=1)[C:4]1[CH:5]=[C:6]([CH:10]=[CH:11][CH:12]=1)[C:7]([OH:9])=[O:8], predict the reactants needed to synthesize it. The reactants are: [OH-].[K+].Cl[C:4]1[CH:5]=[C:6]([CH:10]=[CH:11][CH:12]=1)[C:7]([OH:9])=[O:8].[CH3:13][NH:14][C:15]1[CH:20]=[CH:19][CH:18]=[CH:17][CH:16]=1. (2) Given the product [NH3:2].[C:25]([O:24][C:22]([NH:2][CH2:1][C:3]1[CH:4]=[C:5]([CH:11]=[CH:12][N:13]=1)[C:6]([O:8][CH2:9][CH3:10])=[O:7])=[O:23])([CH3:28])([CH3:27])[CH3:26], predict the reactants needed to synthesize it. The reactants are: [C:1]([C:3]1[CH:4]=[C:5]([CH:11]=[CH:12][N:13]=1)[C:6]([O:8][CH2:9][CH3:10])=[O:7])#[N:2].Cl.C(N(CC)CC)C.[C:22](O[C:22]([O:24][C:25]([CH3:28])([CH3:27])[CH3:26])=[O:23])([O:24][C:25]([CH3:28])([CH3:27])[CH3:26])=[O:23]. (3) Given the product [O:7]1[CH2:12][CH2:11][O:10][C:9]2[CH:13]=[C:14]([CH2:17][CH2:18][OH:19])[CH:15]=[CH:16][C:8]1=2, predict the reactants needed to synthesize it. The reactants are: B.C1COCC1.[O:7]1[CH2:12][CH2:11][O:10][C:9]2[CH:13]=[C:14]([CH2:17][C:18](O)=[O:19])[CH:15]=[CH:16][C:8]1=2.O. (4) Given the product [CH3:1][O:2][C:3]([C:4]1[C:5]2[C:14](=[O:16])[CH2:13][CH2:12][O:11][C:6]=2[C:7]([F:10])=[CH:8][CH:9]=1)=[O:17], predict the reactants needed to synthesize it. The reactants are: [CH3:1][O:2][C:3](=[O:17])[C:4]1[CH:9]=[CH:8][C:7]([F:10])=[C:6]([O:11][CH2:12][CH2:13][C:14]([OH:16])=O)[CH:5]=1.P(Cl)(Cl)(Cl)(Cl)Cl.[Al+3].[Cl-].[Cl-].[Cl-]. (5) Given the product [OH:16][C:6]1[C:5]([OH:4])=[CH:10][C:9]([C:11]#[N:12])=[C:8]([C:25]2[CH:30]=[CH:29][CH:28]=[C:27]([CH3:31])[CH:26]=2)[C:7]=1[C:14]#[N:15], predict the reactants needed to synthesize it. The reactants are: C([O:4][C:5]1[CH:10]=[C:9]([C:11]#[N:12])[C:8](Br)=[C:7]([C:14]#[N:15])[C:6]=1[O:16]C(=O)C)(=O)C.C([Sn](CCCC)(CCCC)[C:25]1[CH:26]=[C:27]([CH3:31])[CH:28]=[CH:29][CH:30]=1)CCC. (6) The reactants are: Cl[C:2]1[C:3]([C:16]2[CH:21]=[CH:20][C:19]([F:22])=[CH:18][CH:17]=2)=[N:4][C:5]2[C:10]([N:11]=1)=[CH:9][C:8]([C:12]([O:14][CH3:15])=[O:13])=[CH:7][CH:6]=2.[F:23][C:24]([F:31])([F:30])[C@H:25]1[CH2:29][CH2:28][CH2:27][NH:26]1. Given the product [F:22][C:19]1[CH:20]=[CH:21][C:16]([C:3]2[C:2]([N:26]3[CH2:27][CH2:28][CH2:29][C@@H:25]3[C:24]([F:31])([F:30])[F:23])=[N:11][C:10]3[C:5](=[CH:6][CH:7]=[C:8]([C:12]([O:14][CH3:15])=[O:13])[CH:9]=3)[N:4]=2)=[CH:17][CH:18]=1, predict the reactants needed to synthesize it. (7) Given the product [CH3:1][C:2]1[CH:3]=[CH:4][C:5]([C:8]2[C:16]3[C:11](=[CH:12][CH:13]=[CH:14][CH:15]=3)[NH:10][N:9]=2)=[CH:6][CH:7]=1, predict the reactants needed to synthesize it. The reactants are: [CH3:1][C:2]1[CH:7]=[CH:6][C:5]([C:8]2[C:16]3[CH2:15][CH2:14][CH2:13][CH2:12][C:11]=3[NH:10][N:9]=2)=[CH:4][CH:3]=1.